Predict the reaction yield, written as a fraction of the theoretical maximum amount of product (1.0 means a 100% yield; for example, 0.34 means a 34% yield). From a dataset of Reaction yield outcomes from USPTO patents with 853,638 reactions. (1) The product is [C:30]1([C@@H:36]([NH:38][C:5]2[N:10]=[C:9]([C:11]3[CH:12]=[C:13]4[CH:29]=[N:28][NH:27][C:14]4=[N:15][C:16]=3[C:17]3[CH:22]=[CH:21][CH:20]=[C:19]([C:23]([F:25])([F:26])[F:24])[CH:18]=3)[CH:8]=[CH:7][N:6]=2)[CH3:37])[CH:35]=[CH:34][CH:33]=[CH:32][CH:31]=1. The yield is 0.160. No catalyst specified. The reactants are CS([C:5]1[N:10]=[C:9]([C:11]2[CH:12]=[C:13]3[CH:29]=[N:28][NH:27][C:14]3=[N:15][C:16]=2[C:17]2[CH:22]=[CH:21][CH:20]=[C:19]([C:23]([F:26])([F:25])[F:24])[CH:18]=2)[CH:8]=[CH:7][N:6]=1)(=O)=O.[C:30]1([C@@H:36]([NH2:38])[CH3:37])[CH:35]=[CH:34][CH:33]=[CH:32][CH:31]=1. (2) The reactants are [CH2:1]([CH:3]([CH2:19][CH3:20])[CH:4]([N:14]1[CH:18]=[CH:17][N:16]=[CH:15]1)[C:5]1[CH:10]=[CH:9][C:8]([N:11]=[C:12]=[S:13])=[CH:7][CH:6]=1)[CH3:2].[S:21]1[C:25]2[CH:26]=[CH:27][CH:28]=[CH:29][C:24]=2[N:23]=[C:22]1[NH2:30]. The catalyst is C(#N)C. The product is [S:21]1[C:25]2[CH:26]=[CH:27][CH:28]=[CH:29][C:24]=2[N:23]=[C:22]1[NH:30][C:12]([NH:11][C:8]1[CH:7]=[CH:6][C:5]([CH:4]([N:14]2[CH:18]=[CH:17][N:16]=[CH:15]2)[CH:3]([CH2:1][CH3:2])[CH2:19][CH3:20])=[CH:10][CH:9]=1)=[S:13]. The yield is 0.0900. (3) The reactants are [C:1]([O:5][C@@H:6]([C:12]1[C:13]([CH3:64])=[N:14][C:15]2[N:16]([N:50]=[C:51]([CH:53]=[CH:54][CH2:55][C:56]3[CH:61]=[CH:60][C:59]([F:62])=[CH:58][C:57]=3[OH:63])[CH:52]=2)[C:17]=1[N:18]1[CH2:23][CH2:22][C:21]([O:25][CH2:26][CH2:27][CH2:28][CH2:29][C@H:30]([O:32][Si](C(C)(C)C)(C2C=CC=CC=2)C2C=CC=CC=2)[CH3:31])([CH3:24])[CH2:20][CH2:19]1)[C:7]([O:9][CH2:10][CH3:11])=[O:8])([CH3:4])([CH3:3])[CH3:2].CCCC[N+](CCCC)(CCCC)CCCC.[F-]. The catalyst is C1COCC1. The product is [C:1]([O:5][C@@H:6]([C:12]1[C:13]([CH3:64])=[N:14][C:15]2[N:16]([N:50]=[C:51]([CH:53]=[CH:54][CH2:55][C:56]3[CH:61]=[CH:60][C:59]([F:62])=[CH:58][C:57]=3[OH:63])[CH:52]=2)[C:17]=1[N:18]1[CH2:23][CH2:22][C:21]([O:25][CH2:26][CH2:27][CH2:28][CH2:29][C@H:30]([OH:32])[CH3:31])([CH3:24])[CH2:20][CH2:19]1)[C:7]([O:9][CH2:10][CH3:11])=[O:8])([CH3:2])([CH3:3])[CH3:4]. The yield is 0.860. (4) The product is [C:37]([O:36][C:34](=[O:35])[CH2:33][O:32][CH2:31][CH2:30][O:1][C:2]1[CH:3]=[CH:4][C:5]([C:8]2[CH:13]=[CH:12][C:11]([C:14]([O:16][CH2:17][CH3:18])=[O:15])=[CH:10][CH:9]=2)=[CH:6][CH:7]=1)([CH3:40])([CH3:39])[CH3:38]. The catalyst is C(#N)C. The yield is 0.990. The reactants are [OH:1][C:2]1[CH:7]=[CH:6][C:5]([C:8]2[CH:13]=[CH:12][C:11]([C:14]([O:16][CH2:17][CH3:18])=[O:15])=[CH:10][CH:9]=2)=[CH:4][CH:3]=1.CC1C=CC(S(O[CH2:30][CH2:31][O:32][CH2:33][C:34]([O:36][C:37]([CH3:40])([CH3:39])[CH3:38])=[O:35])(=O)=O)=CC=1.C(=O)([O-])[O-].[K+].[K+]. (5) The reactants are [Br:1][C:2]1[CH:3]=[C:4]([O:13][CH3:14])[C:5]([Cl:12])=[C:6]([CH:11]=1)[C:7]([O:9]C)=[O:8].[OH-].[Na+].Cl. The catalyst is C1COCC1.O.CO. The product is [Br:1][C:2]1[CH:3]=[C:4]([O:13][CH3:14])[C:5]([Cl:12])=[C:6]([CH:11]=1)[C:7]([OH:9])=[O:8]. The yield is 0.960. (6) The reactants are C([N:8]1[CH2:13][CH2:12][C:11]([C:15]2[CH:20]=[CH:19][C:18]([Cl:21])=[CH:17][CH:16]=2)(C)[CH2:10][CH2:9]1)C1C=CC=CC=1.ClC(OC(Cl)=O)C. The catalyst is C(Cl)Cl. The product is [Cl:21][C:18]1[CH:19]=[CH:20][C:15]([CH:11]2[CH:10]=[CH:9][NH:8][CH2:13][CH2:12]2)=[CH:16][CH:17]=1. The yield is 1.00. (7) The reactants are [C:1]([O:5][C:6](=[O:34])[CH:7]([NH:21][C:22]1[C:27]([NH2:28])=[CH:26][N:25]=[C:24]([N:29]([CH2:32][CH3:33])[CH2:30][CH3:31])[N:23]=1)[CH2:8][C:9]1[CH:14]=[CH:13][C:12]([O:15][C:16](=[O:20])[N:17]([CH3:19])[CH3:18])=[CH:11][CH:10]=1)([CH3:4])([CH3:3])[CH3:2].[F:35][C:36]1[CH:41]=[CH:40][C:39]([S:42](Cl)(=[O:44])=[O:43])=[CH:38][CH:37]=1.CN(C)CCCN. The catalyst is N1C=CC=CC=1. The product is [C:1]([O:5][C:6](=[O:34])[CH:7]([NH:21][C:22]1[C:27]([NH:28][S:42]([C:39]2[CH:40]=[CH:41][C:36]([F:35])=[CH:37][CH:38]=2)(=[O:44])=[O:43])=[CH:26][N:25]=[C:24]([N:29]([CH2:30][CH3:31])[CH2:32][CH3:33])[N:23]=1)[CH2:8][C:9]1[CH:14]=[CH:13][C:12]([O:15][C:16](=[O:20])[N:17]([CH3:18])[CH3:19])=[CH:11][CH:10]=1)([CH3:3])([CH3:4])[CH3:2]. The yield is 0.770.